Dataset: Forward reaction prediction with 1.9M reactions from USPTO patents (1976-2016). Task: Predict the product of the given reaction. (1) Given the reactants [NH2:1][CH2:2][CH2:3][CH2:4][NH:5][C:6](=[O:12])[O:7][C:8]([CH3:11])(C)C.[C:13]([OH:17])(=O)[CH2:14][SH:15].[C:18]1(C)C=CC=CC=1, predict the reaction product. The product is: [SH:15][CH2:14][C:13]([NH:1][CH2:2][CH2:3][CH2:4][NH:5][C:6](=[O:12])[O:7][CH2:8][CH:11]=[CH2:18])=[O:17]. (2) The product is: [Br:11][C:9]1[CH:10]=[C:5]([C:3]([OH:4])=[O:2])[C:6](=[O:13])[N:7]([CH3:12])[CH:8]=1. Given the reactants C[O:2][C:3]([C:5]1[C:6](=[O:13])[N:7]([CH3:12])[CH:8]=[C:9]([Br:11])[CH:10]=1)=[O:4].[OH-].[Na+].Cl, predict the reaction product. (3) Given the reactants [N:1]1[CH:6]=[CH:5][CH:4]=[CH:3][C:2]=1[C:7]1[O:8][C:9]2[CH2:14][CH2:13][N:12](C(OCC3C=CC=CC=3)=O)[CH2:11][C:10]=2[N:25]=1, predict the reaction product. The product is: [N:1]1[CH:6]=[CH:5][CH:4]=[CH:3][C:2]=1[C:7]1[O:8][C:9]2[CH2:14][CH2:13][NH:12][CH2:11][C:10]=2[N:25]=1.